Dataset: Reaction yield outcomes from USPTO patents with 853,638 reactions. Task: Predict the reaction yield, written as a fraction of the theoretical maximum amount of product (1.0 means a 100% yield; for example, 0.34 means a 34% yield). (1) The reactants are C(OC(=O)NC[C@@H](N(C(=O)C[Cl:29])CC1CCN(C2C=CC(=O)N(C)N=2)CC1)C)(C)(C)C.C(OC(=O)[NH:38][C@@H:39]([CH3:61])[CH2:40][N:41]([C:57](=[O:60])[CH2:58][Cl:59])[CH2:42][CH:43]1[CH2:48][CH2:47][N:46]([C:49]2[CH:54]=[CH:53][C:52](=[O:55])[N:51]([CH3:56])[N:50]=2)[CH2:45][CH2:44]1)(C)(C)C.Cl. The catalyst is CO. The product is [ClH:29].[NH2:38][C@@H:39]([CH3:61])[CH2:40][N:41]([CH2:42][CH:43]1[CH2:44][CH2:45][N:46]([C:49]2[CH:54]=[CH:53][C:52](=[O:55])[N:51]([CH3:56])[N:50]=2)[CH2:47][CH2:48]1)[C:57](=[O:60])[CH2:58][Cl:59]. The yield is 0.930. (2) The reactants are [NH:1]1[CH2:4][CH:3]([C:5]([OH:7])=[O:6])[CH2:2]1.CCN(CC)CC.[C:15](O[C:15]([O:17][C:18]([CH3:21])([CH3:20])[CH3:19])=[O:16])([O:17][C:18]([CH3:21])([CH3:20])[CH3:19])=[O:16].C(OCC)(=O)C. The catalyst is C1COCC1.O. The product is [C:15]([N:1]1[CH2:4][CH:3]([C:5]([OH:7])=[O:6])[CH2:2]1)([O:17][C:18]([CH3:21])([CH3:20])[CH3:19])=[O:16]. The yield is 1.00. (3) The reactants are [CH3:1][O:2][C:3]([C:5]1[CH:6]=[C:7]([Cl:24])[CH:8]=[C:9]2[C:14]=1[NH:13][CH:12]([C:15]1[CH:20]=[CH:19][CH:18]=[C:17](Br)[CH:16]=1)[C:11]([CH3:23])([CH3:22])[CH2:10]2)=[O:4].[NH2:25][C:26]([CH3:31])([CH3:30])[C:27]([OH:29])=[O:28].Cl.CN(C)CC(O)=O.C(=O)([O-])[O-].[K+].[K+]. The catalyst is CS(C)=O.[Cu]I.C(OCC)(=O)C. The product is [CH3:1][O:2][C:3]([C:5]1[CH:6]=[C:7]([Cl:24])[CH:8]=[C:9]2[C:14]=1[NH:13][CH:12]([C:15]1[CH:20]=[CH:19][CH:18]=[C:17]([NH:25][C:26]([C:27]([OH:29])=[O:28])([CH3:31])[CH3:30])[CH:16]=1)[C:11]([CH3:23])([CH3:22])[CH2:10]2)=[O:4]. The yield is 0.240. (4) The reactants are [CH3:1][C:2]1[O:6][N:5]=[C:4]([C:7]2[CH:12]=[CH:11][CH:10]=[CH:9][CH:8]=2)[C:3]=1[CH2:13][O:14][C:15]1[CH:23]=[CH:22][C:18]([C:19]([OH:21])=O)=[CH:17][N:16]=1.[NH2:24][C:25]([CH3:29])([CH3:28])[CH2:26][OH:27]. No catalyst specified. The product is [OH:27][CH2:26][C:25]([NH:24][C:19](=[O:21])[C:18]1[CH:22]=[CH:23][C:15]([O:14][CH2:13][C:3]2[C:4]([C:7]3[CH:8]=[CH:9][CH:10]=[CH:11][CH:12]=3)=[N:5][O:6][C:2]=2[CH3:1])=[N:16][CH:17]=1)([CH3:29])[CH3:28]. The yield is 0.530. (5) The reactants are [NH2:1][C:2]1[CH:7]=[C:6]([Br:8])[CH:5]=[CH:4][C:3]=1[OH:9].[CH:10](OC)(OC)OC. No catalyst specified. The product is [Br:8][C:6]1[CH:5]=[CH:4][C:3]2[O:9][CH:10]=[N:1][C:2]=2[CH:7]=1. The yield is 0.950. (6) The reactants are [Cl:1][C:2]1[CH:9]=[C:8]([OH:10])[CH:7]=[CH:6][C:3]=1[CH:4]=[O:5].C(=O)([O-])[O-].[K+].[K+].Br[CH2:18][C:19]1[CH:24]=[CH:23][C:22]([C:25]([F:28])([F:27])[F:26])=[CH:21][C:20]=1[C:29]([F:32])([F:31])[F:30].O. The catalyst is CN(C=O)C. The product is [F:30][C:29]([F:31])([F:32])[C:20]1[CH:21]=[C:22]([C:25]([F:28])([F:26])[F:27])[CH:23]=[CH:24][C:19]=1[CH2:18][O:10][C:8]1[CH:7]=[CH:6][C:3]([CH:4]=[O:5])=[C:2]([Cl:1])[CH:9]=1. The yield is 0.810. (7) The reactants are Br[C:2]1[C:3]([NH2:22])=[N:4][CH:5]=[C:6]([C:8]2[CH:13]=[CH:12][C:11]([O:14][Si:15]([C:18]([CH3:21])([CH3:20])[CH3:19])([CH3:17])[CH3:16])=[CH:10][CH:9]=2)[N:7]=1.[S:23]1[C:27](B(O)O)=[CH:26][C:25]2[S:31][CH:32]=[CH:33][C:24]1=2.C([O-])([O-])=O.[Na+].[Na+].O. The catalyst is C1(C)C=CC=CC=1.C(O)C.Cl[Pd](Cl)([P](C1C=CC=CC=1)(C1C=CC=CC=1)C1C=CC=CC=1)[P](C1C=CC=CC=1)(C1C=CC=CC=1)C1C=CC=CC=1. The product is [Si:15]([O:14][C:11]1[CH:12]=[CH:13][C:8]([C:6]2[N:7]=[C:2]([C:27]3[S:23][C:24]4[CH:33]=[CH:32][S:31][C:25]=4[CH:26]=3)[C:3]([NH2:22])=[N:4][CH:5]=2)=[CH:9][CH:10]=1)([C:18]([CH3:21])([CH3:20])[CH3:19])([CH3:17])[CH3:16]. The yield is 0.480. (8) The reactants are [NH:1]1[CH:5]=[CH:4][CH:3]=[C:2]1[CH:6]=[O:7].[H-].[Na+].[C:10](O[C:10]([O:12][C:13]([CH3:16])([CH3:15])[CH3:14])=[O:11])([O:12][C:13]([CH3:16])([CH3:15])[CH3:14])=[O:11]. The catalyst is O1CCCC1. The product is [C:10]([N:1]1[CH:5]=[CH:4][CH:3]=[C:2]1[CH:6]=[O:7])([O:12][C:13]([CH3:16])([CH3:15])[CH3:14])=[O:11]. The yield is 0.170. (9) The reactants are Br[C:2]1[CH:7]=[CH:6][N:5]=[C:4]2[N:8]([CH2:11][O:12][CH2:13][CH2:14][Si:15]([CH3:18])([CH3:17])[CH3:16])[CH:9]=[CH:10][C:3]=12.C([Mg]Cl)(C)C.[Cl:24][CH2:25][C:26](N(OC)C)=[O:27]. The catalyst is CCOCC.C1COCC1. The product is [Cl:24][CH2:25][C:26]([C:2]1[CH:7]=[CH:6][N:5]=[C:4]2[N:8]([CH2:11][O:12][CH2:13][CH2:14][Si:15]([CH3:18])([CH3:17])[CH3:16])[CH:9]=[CH:10][C:3]=12)=[O:27]. The yield is 0.350.